From a dataset of Full USPTO retrosynthesis dataset with 1.9M reactions from patents (1976-2016). Predict the reactants needed to synthesize the given product. (1) Given the product [Cl:39][C:40]1[CH:45]=[C:44]([Cl:46])[CH:43]=[CH:42][C:41]=1[C:47]1[C:52]([C:53]2[NH:57][CH:56]=[CH:55][N:54]=2)=[CH:51][N:50]=[C:49]([NH:58][CH2:59][CH2:60][NH:61][C:24]2[N:29]=[C:28]([O:30][CH2:31][CH2:32][N:33]([CH3:35])[CH3:34])[C:27]([N+:36]([O-:38])=[O:37])=[CH:26][CH:25]=2)[N:48]=1, predict the reactants needed to synthesize it. The reactants are: ClC1C=C(Cl)C=CC=1C1C(C2NC=CN=2)=CN=C(CCN)N=1.Cl[C:24]1[N:29]=[C:28]([O:30][CH2:31][CH2:32][N:33]([CH3:35])[CH3:34])[C:27]([N+:36]([O-:38])=[O:37])=[CH:26][CH:25]=1.[Cl:39][C:40]1[CH:45]=[C:44]([Cl:46])[CH:43]=[CH:42][C:41]=1[C:47]1[C:52]([C:53]2[NH:54][CH:55]=[CH:56][N:57]=2)=[CH:51][N:50]=[C:49]([NH:58][CH2:59][CH2:60][NH:61]C2C=CC([N+]([O-])=O)=C(OC)N=2)[N:48]=1. (2) Given the product [Cl:1][C:2]1[CH:7]=[CH:6][C:5]([S:8]([C:11]([C:14]2[CH:19]=[C:18]([N:20]3[CH2:25][CH2:24][O:23][CH2:22][C@@H:21]3[CH3:26])[N:17]=[C:16]([C:27]3[CH:28]=[CH:29][C:30]([NH:33][C:34]([NH:73][CH:70]4[CH2:72][CH2:71]4)=[O:35])=[CH:31][CH:32]=3)[N:15]=2)([CH3:13])[CH3:12])(=[O:9])=[O:10])=[CH:4][CH:3]=1, predict the reactants needed to synthesize it. The reactants are: [Cl:1][C:2]1[CH:7]=[CH:6][C:5]([S:8]([C:11]([C:14]2[CH:19]=[C:18]([N:20]3[CH2:25][CH2:24][O:23][CH2:22][C@@H:21]3[CH3:26])[N:17]=[C:16]([C:27]3[CH:32]=[CH:31][C:30]([NH:33][C:34](=O)[O:35]C4C=CC=CC=4)=[CH:29][CH:28]=3)[N:15]=2)([CH3:13])[CH3:12])(=[O:10])=[O:9])=[CH:4][CH:3]=1.ClC1C=CC(S(C[C:72]2[CH:71]=[C:70]([N:73]3CCOC[C@@H]3C)N=C(C3[CH:72]=[CH:71][C:70]([NH:73]C(=O)OC4C=CC=CC=4)=CC=3)N=2)(=O)=O)=CC=1.